From a dataset of Forward reaction prediction with 1.9M reactions from USPTO patents (1976-2016). Predict the product of the given reaction. (1) Given the reactants [CH:1]1([NH2:5])[CH2:4][CH2:3][CH2:2]1.[F:6][C:7]1[CH:8]=[C:9]([C:13]2[C:17]([C:18]3[N:19]=[CH:20][N:21]([C:23]4[CH:24]=[C:25]([CH:29]=[CH:30][CH:31]=4)[C:26](O)=[O:27])[CH:22]=3)=[C:16]([CH3:32])[O:15][N:14]=2)[CH:10]=[CH:11][CH:12]=1, predict the reaction product. The product is: [CH:1]1([NH:5][C:26](=[O:27])[C:25]2[CH:29]=[CH:30][CH:31]=[C:23]([N:21]3[CH:22]=[C:18]([C:17]4[C:13]([C:9]5[CH:10]=[CH:11][CH:12]=[C:7]([F:6])[CH:8]=5)=[N:14][O:15][C:16]=4[CH3:32])[N:19]=[CH:20]3)[CH:24]=2)[CH2:4][CH2:3][CH2:2]1. (2) Given the reactants [OH:1][CH2:2][C:3]1[N:12]([C:13]2[CH:18]=[CH:17][CH:16]=[CH:15][C:14]=2[S:19](=[O:23])(=[O:22])[NH:20][CH3:21])[C:11](=[O:24])[C:10]2[C:5](=[CH:6][C:7]([CH3:29])=[C:8]([C:26]([OH:28])=[O:27])[C:9]=2[CH3:25])[N:4]=1.C(OC(C1C(C)=C2C(=CC=1C)N=[C:40]([CH2:46][O:47]CC1C=CC=CC=1)[N:39](C1C=CC=CC=1S(=O)(=O)NC)[C:38]2=[O:66])=O)C.C(O[CH2:71][CH3:72])C.Cl[CH2:74]Cl, predict the reaction product. The product is: [CH2:74]([O:27][C:26]([C:8]1[C:9]([CH3:25])=[C:10]2[C:5](=[CH:6][C:7]=1[CH3:29])[N:4]=[C:3]([CH2:2][O:1][C:38](=[O:66])[NH:39][CH2:40][CH2:46][OH:47])[N:12]([C:13]1[CH:18]=[CH:17][CH:16]=[CH:15][C:14]=1[S:19](=[O:22])(=[O:23])[NH:20][CH3:21])[C:11]2=[O:24])=[O:28])[CH2:71][CH3:72]. (3) Given the reactants [C:1]([O:4][CH:5]1[CH2:10][CH:9]([C:11]2[CH:16]=[CH:15][N:14]=[CH:13][C:12]=2[N+:17]([O-])=O)[O:8][CH:7]([CH3:20])[C:6]1([CH2:22][CH3:23])[OH:21])(=[O:3])[CH3:2], predict the reaction product. The product is: [C:1]([O:4][C@@H:5]1[CH2:10][C@H:9]([C:11]2[CH:16]=[CH:15][N:14]=[CH:13][C:12]=2[NH2:17])[O:8][C@H:7]([CH3:20])[C@@:6]1([CH2:22][CH3:23])[OH:21])(=[O:3])[CH3:2].[C:1]([O:4][C@H:5]1[CH2:10][C@@H:9]([C:11]2[CH:16]=[CH:15][N:14]=[CH:13][C:12]=2[NH2:17])[O:8][C@@H:7]([CH3:20])[C@:6]1([CH2:22][CH3:23])[OH:21])(=[O:3])[CH3:2]. (4) Given the reactants Cl.Cl.[O:3]1[C:9]2[CH:10]=[CH:11][C:12]([C:14]3[CH:15]=[CH:16][C:17]4[N:21]=[C:20]([NH:22][C:23](=[O:26])[O:24][CH3:25])[NH:19][C:18]=4[CH:27]=3)=[CH:13][C:8]=2[CH2:7][NH:6][CH2:5][CH2:4]1.CN(C=O)C.CCN(C(C)C)C(C)C.[F:42][CH2:43][CH:44]1[CH2:49][CH2:48][N:47]([C:50](Cl)=[O:51])[CH2:46][CH2:45]1, predict the reaction product. The product is: [F:42][CH2:43][CH:44]1[CH2:49][CH2:48][N:47]([C:50]([N:6]2[CH2:7][C:8]3[CH:13]=[C:12]([C:14]4[CH:15]=[CH:16][C:17]5[N:21]=[C:20]([NH:22][C:23](=[O:26])[O:24][CH3:25])[NH:19][C:18]=5[CH:27]=4)[CH:11]=[CH:10][C:9]=3[O:3][CH2:4][CH2:5]2)=[O:51])[CH2:46][CH2:45]1.